Task: Predict which catalyst facilitates the given reaction.. Dataset: Catalyst prediction with 721,799 reactions and 888 catalyst types from USPTO (1) Reactant: [C:1]([N:4]1[CH2:9][CH2:8][O:7][CH2:6][CH2:5]1)(=[O:3])[CH3:2].S(OC)([O:13][CH3:14])(=O)=O.[CH3:17][O-].[Na+]. Product: [CH3:17][O:3][C:1]([N:4]1[CH2:9][CH2:8][O:7][CH2:6][CH2:5]1)([O:13][CH3:14])[CH3:2]. The catalyst class is: 5. (2) Product: [I:1][C:2]1[C:10]2[C:5](=[CH:6][CH:7]=[CH:8][C:9]=2[N+:11]([O-:13])=[O:12])[N:4]([CH2:21][C:22]2[CH:27]=[CH:26][CH:25]=[C:24]([O:28][CH3:29])[N:23]=2)[N:3]=1. The catalyst class is: 3. Reactant: [I:1][C:2]1[C:10]2[C:5](=[CH:6][CH:7]=[CH:8][C:9]=2[N+:11]([O-:13])=[O:12])[NH:4][N:3]=1.C([O-])([O-])=O.[K+].[K+].Br[CH2:21][C:22]1[CH:27]=[CH:26][CH:25]=[C:24]([O:28][CH3:29])[N:23]=1.